From a dataset of Forward reaction prediction with 1.9M reactions from USPTO patents (1976-2016). Predict the product of the given reaction. (1) The product is: [O:1]=[C:2]([CH3:11])[CH2:3][CH2:4][CH2:5][CH2:6][CH2:7][C:8]([NH:23][C@@H:24]([CH2:33][N:34]1[CH2:35][CH2:36][O:37][CH2:38][CH2:39]1)[C@H:25]([C:27]1[CH:28]=[CH:29][CH:30]=[CH:31][CH:32]=1)[OH:26])=[O:10]. Given the reactants [O:1]=[C:2]([CH3:11])[CH2:3][CH2:4][CH2:5][CH2:6][CH2:7][C:8]([OH:10])=O.C(N(CC)CC)C.C(Cl)CCl.[NH2:23][C@@H:24]([CH2:33][N:34]1[CH2:39][CH2:38][O:37][CH2:36][CH2:35]1)[C@H:25]([C:27]1[CH:32]=[CH:31][CH:30]=[CH:29][CH:28]=1)[OH:26], predict the reaction product. (2) Given the reactants FC(F)(F)C([N:5]1[CH2:11][CH:10]([CH3:12])[C:9]2[CH:13]=[C:14]([C:19]#[N:20])[C:15]([O:17][CH3:18])=[CH:16][C:8]=2[CH2:7][CH2:6]1)=O.[OH-].[Na+], predict the reaction product. The product is: [C:19]([C:14]1[C:15]([O:17][CH3:18])=[CH:16][C:8]2[CH2:7][CH2:6][NH:5][CH2:11][CH:10]([CH3:12])[C:9]=2[CH:13]=1)#[N:20]. (3) Given the reactants [C:1]([O:9][CH2:10][CH3:11])(=[O:8])[CH2:2][C:3]([O:5][CH2:6][CH3:7])=[O:4].[Mg].C(O)C.C(Cl)(Cl)(Cl)Cl.[C:21](Cl)(=[O:24])[CH2:22][CH3:23].Cl, predict the reaction product. The product is: [C:21]([CH:2]([C:3]([O:5][CH2:6][CH3:7])=[O:4])[C:1]([O:9][CH2:10][CH3:11])=[O:8])(=[O:24])[CH2:22][CH3:23]. (4) Given the reactants [Cl:1][C:2]1[C:11]2[C:6](=[CH:7][CH:8]=[CH:9][CH:10]=2)[CH:5]=[CH:4][C:3]=1[S:12]([CH2:15][CH2:16][NH:17][CH2:18][C:19]1O[CH:21]=[CH:22][CH:23]=1)(=[O:14])=[O:13].ClC1C2C(=CC=CC=2)C=CC=1[S:35]CCNCC1SC=CC=1, predict the reaction product. The product is: [Cl:1][C:2]1[C:11]2[C:6](=[CH:7][CH:8]=[CH:9][CH:10]=2)[CH:5]=[CH:4][C:3]=1[S:12]([CH2:15][CH2:16][NH:17][CH2:18][C:19]1[S:35][CH:21]=[CH:22][CH:23]=1)(=[O:14])=[O:13].